Dataset: Forward reaction prediction with 1.9M reactions from USPTO patents (1976-2016). Task: Predict the product of the given reaction. (1) Given the reactants [C:1]1([C:7]([C:9]2[CH:10]=[N:11][C:12]([N:15]3[CH2:20][CH2:19][N:18]([C:21]([O:23][C:24]([CH3:27])([CH3:26])[CH3:25])=[O:22])[CH2:17][CH2:16]3)=[N:13][CH:14]=2)=[CH2:8])[CH:6]=[CH:5][CH:4]=[CH:3][CH:2]=1.[I-].[CH3:29][S+](C)(C)=O, predict the reaction product. The product is: [C:1]1([C:7]2([C:9]3[CH:14]=[N:13][C:12]([N:15]4[CH2:16][CH2:17][N:18]([C:21]([O:23][C:24]([CH3:27])([CH3:26])[CH3:25])=[O:22])[CH2:19][CH2:20]4)=[N:11][CH:10]=3)[CH2:29][CH2:8]2)[CH:6]=[CH:5][CH:4]=[CH:3][CH:2]=1. (2) Given the reactants [C:1]([O:5][C:6](=[O:16])[NH:7][C:8]1[CH:13]=[CH:12][CH:11]=[C:10]([CH2:14]O)[N:9]=1)([CH3:4])([CH3:3])[CH3:2].C(N(S(F)(F)[F:23])CC)C, predict the reaction product. The product is: [C:1]([O:5][C:6](=[O:16])[NH:7][C:8]1[CH:13]=[CH:12][CH:11]=[C:10]([CH2:14][F:23])[N:9]=1)([CH3:4])([CH3:3])[CH3:2]. (3) Given the reactants [CH3:1][C:2]1[N:6]=[C:5]([C:7]2[C:8]([OH:13])=[N:9][CH:10]=[CH:11][CH:12]=2)[O:4][N:3]=1.[Br:14]Br, predict the reaction product. The product is: [Br:14][C:11]1[CH:12]=[C:7]([C:5]2[O:4][N:3]=[C:2]([CH3:1])[N:6]=2)[C:8]([OH:13])=[N:9][CH:10]=1. (4) Given the reactants Cl[C:2]1[C:14]2[C:13]3[C:8](=[CH:9][C:10]([C:17]4[C:18]([CH3:23])=[N:19][O:20][C:21]=4[CH3:22])=[C:11]([O:15][CH3:16])[CH:12]=3)[NH:7][C:6]=2[N:5]=[C:4]([CH3:24])[N:3]=1.CC1(C)C(C)(C)OB([C:33]2[C:42]3[C:37](=[CH:38][CH:39]=[CH:40][CH:41]=3)[C:36]([C:43]([O:45][CH3:46])=[O:44])=[CH:35][CH:34]=2)O1.C(=O)([O-])[O-].[Na+].[Na+], predict the reaction product. The product is: [CH3:23][C:18]1[C:17]([C:10]2[CH:9]=[C:8]3[C:13]([C:14]4[C:2]([C:33]5[C:42]6[C:37](=[CH:38][CH:39]=[CH:40][CH:41]=6)[C:36]([C:43]([O:45][CH3:46])=[O:44])=[CH:35][CH:34]=5)=[N:3][C:4]([CH3:24])=[N:5][C:6]=4[NH:7]3)=[CH:12][C:11]=2[O:15][CH3:16])=[C:21]([CH3:22])[O:20][N:19]=1. (5) Given the reactants [CH2:1]([CH:3]([C:6]1[C:10]([CH2:11][OH:12])=[CH:9][N:8]([C:13]2[CH:18]=[CH:17][C:16]([C:19]([F:22])([F:21])[F:20])=[CH:15][N:14]=2)[N:7]=1)[CH2:4][CH3:5])[CH3:2], predict the reaction product. The product is: [CH2:1]([CH:3]([C:6]1[C:10]([CH:11]=[O:12])=[CH:9][N:8]([C:13]2[CH:18]=[CH:17][C:16]([C:19]([F:21])([F:22])[F:20])=[CH:15][N:14]=2)[N:7]=1)[CH2:4][CH3:5])[CH3:2]. (6) The product is: [F:1][C:2]1[CH:3]=[CH:4][C:5]([CH2:6][N:7]2[C:11]3=[CH:10][N:15]=[C:14]([C:16]([NH:18][OH:19])=[O:17])[CH:13]=[C:12]3[CH:9]=[CH:8]2)=[CH:20][CH:21]=1. Given the reactants [F:1][C:2]1[CH:21]=[CH:20][C:5]([CH2:6][N:7]2[C:11]3[CH:12]=[CH:13][C:14]([C:16]([NH:18][OH:19])=[O:17])=[N:15][C:10]=3[CH:9]=[CH:8]2)=[CH:4][CH:3]=1.FC1C=CC(CN2C3=CN=C(C(O)=O)C=C3C=C2)=CC=1.Cl.NO, predict the reaction product. (7) Given the reactants [CH3:1][NH:2][C:3]([CH:5]1[CH2:8][N:7](C(C2C=CC=CC=2)C2C=CC=CC=2)[CH2:6]1)=[O:4].[ClH:22], predict the reaction product. The product is: [ClH:22].[CH3:1][NH:2][C:3]([CH:5]1[CH2:8][NH:7][CH2:6]1)=[O:4].